This data is from Catalyst prediction with 721,799 reactions and 888 catalyst types from USPTO. The task is: Predict which catalyst facilitates the given reaction. (1) Reactant: [CH2:1]([C:3]1[CH:4]=[N:5][C:6]([C:9]#[C:10][C:11]2[CH:16]=[CH:15][CH:14]=[CH:13][CH:12]=2)=[N:7][CH:8]=1)[CH3:2].[ClH:17]. Product: [ClH:17].[CH2:1]([C:3]1[CH:8]=[N:7][C:6]([C:9]#[C:10][C:11]2[CH:16]=[CH:15][CH:14]=[CH:13][CH:12]=2)=[N:5][CH:4]=1)[CH3:2]. The catalyst class is: 343. (2) Reactant: [Br:1][C:2]1[CH:7]=[CH:6][CH:5]=[C:4]([CH2:8]Br)[CH:3]=1.[CH2:10]([Mg]Br)[CH:11]=[CH2:12]. Product: [Br:1][C:2]1[CH:7]=[CH:6][CH:5]=[C:4]([CH2:8][CH2:12][CH:11]=[CH2:10])[CH:3]=1. The catalyst class is: 1. (3) Reactant: P(Cl)(Cl)([Cl:3])=O.[CH:6]1[CH:7]=[CH:8][C:9]2[C:10](=[CH:12][N:13]=[N:14][C:15]=2O)[CH:11]=1. Product: [ClH:3].[Cl:3][C:15]1[C:9]2[C:10](=[CH:11][CH:6]=[CH:7][CH:8]=2)[CH:12]=[N:13][N:14]=1. The catalyst class is: 13. (4) Reactant: [CH3:1][O:2][C:3](=[O:13])[CH:4]([NH2:12])[C:5]1[CH:10]=[CH:9][C:8]([OH:11])=[CH:7][CH:6]=1.C(N(CC)C(C)C)(C)C.Cl[C:24]([O:26][CH2:27][CH:28]1[C:40]2[CH:39]=[CH:38][CH:37]=[CH:36][C:35]=2[C:34]2[C:29]1=[CH:30][CH:31]=[CH:32][CH:33]=2)=[O:25]. Product: [CH:39]1[C:40]2[CH:28]([CH2:27][O:26][C:24]([NH:12][C@H:4]([C:5]3[CH:10]=[CH:9][C:8]([OH:11])=[CH:7][CH:6]=3)[C:3]([O:2][CH3:1])=[O:13])=[O:25])[C:29]3[C:34](=[CH:33][CH:32]=[CH:31][CH:30]=3)[C:35]=2[CH:36]=[CH:37][CH:38]=1. The catalyst class is: 4. (5) Reactant: [Cl:1][C:2]1[CH:3]=[C:4]([OH:9])[CH:5]=[CH:6][C:7]=1[CH3:8].F[C:11]1[CH:18]=[CH:17][C:14]([CH:15]=[O:16])=[CH:13][CH:12]=1.C([O-])([O-])=O.[K+].[K+]. Product: [Cl:1][C:2]1[CH:3]=[C:4]([O:9][C:11]2[CH:18]=[CH:17][C:14]([CH:15]=[O:16])=[CH:13][CH:12]=2)[CH:5]=[CH:6][C:7]=1[CH3:8]. The catalyst class is: 18. (6) Reactant: [CH2:1]([C:3]1[CH:9]=[CH:8][C:6]([NH2:7])=[CH:5][CH:4]=1)[CH3:2].[N:10]([O-])=O.[Na+].[ClH:14]. Product: [ClH:14].[CH2:1]([C:3]1[CH:9]=[CH:8][C:6]([NH:7][NH2:10])=[CH:5][CH:4]=1)[CH3:2]. The catalyst class is: 6.